From a dataset of Full USPTO retrosynthesis dataset with 1.9M reactions from patents (1976-2016). Predict the reactants needed to synthesize the given product. (1) Given the product [C:23]([C:22]1[N:15]([CH2:16][CH2:17][O:18][CH3:19])/[C:13](=[N:12]/[C:10]([C:4]23[CH2:5][CH:6]4[CH2:9][CH:2]([CH2:1][CH:8]2[CH2:7]4)[CH2:3]3)=[O:11])/[S:14][CH:21]=1)([CH3:26])([CH3:25])[CH3:24], predict the reactants needed to synthesize it. The reactants are: [CH2:1]1[CH:8]2[C:4]3([C:10]([NH:12][C:13]([NH:15][CH2:16][CH2:17][O:18][CH3:19])=[S:14])=[O:11])[CH2:5][CH:6]([CH2:9][CH:2]1[CH2:3]3)[CH2:7]2.Br[CH2:21][C:22](=O)[C:23]([CH3:26])([CH3:25])[CH3:24]. (2) Given the product [CH3:37][N:38]([CH3:45])[CH:39]1[CH2:44][CH2:43][N:42]([C:32]([C:31]2[CH:35]=[CH:36][C:28]([NH:27][C:25]([NH:24][C:21]3[CH:22]=[CH:23][C:18]([C:9]4[N:10]=[C:11]([N:12]5[CH2:17][CH2:16][O:15][CH2:14][CH2:13]5)[C:6]5[CH:5]=[CH:4][N:3]([CH2:1][CH3:2])[C:7]=5[N:8]=4)=[CH:19][CH:20]=3)=[O:26])=[CH:29][CH:30]=2)=[O:34])[CH2:41][CH2:40]1, predict the reactants needed to synthesize it. The reactants are: [CH2:1]([N:3]1[C:7]2[N:8]=[C:9]([C:18]3[CH:23]=[CH:22][C:21]([NH:24][C:25]([NH:27][C:28]4[CH:36]=[CH:35][C:31]([C:32]([OH:34])=O)=[CH:30][CH:29]=4)=[O:26])=[CH:20][CH:19]=3)[N:10]=[C:11]([N:12]3[CH2:17][CH2:16][O:15][CH2:14][CH2:13]3)[C:6]=2[CH:5]=[CH:4]1)[CH3:2].[CH3:37][N:38]([CH3:45])[CH:39]1[CH2:44][CH2:43][NH:42][CH2:41][CH2:40]1. (3) The reactants are: [Br:1][C:2]1[C:3]([O:22][CH2:23][C:24]#[CH:25])=[N:4][C:5]([NH:8][C:9]2[CH:10]=[C:11]([CH:15]=[C:16]([NH:18][CH2:19][CH2:20][OH:21])[CH:17]=2)[C:12](O)=[O:13])=[N:6][CH:7]=1.C(N(CC)CC)C.[BH4-].[Na+].CO. Given the product [Br:1][C:2]1[C:3]([O:22][CH2:23][C:24]#[CH:25])=[N:4][C:5]([NH:8][C:9]2[CH:17]=[C:16]([NH:18][CH2:19][CH2:20][OH:21])[CH:15]=[C:11]([CH2:12][OH:13])[CH:10]=2)=[N:6][CH:7]=1, predict the reactants needed to synthesize it.